Dataset: Reaction yield outcomes from USPTO patents with 853,638 reactions. Task: Predict the reaction yield, written as a fraction of the theoretical maximum amount of product (1.0 means a 100% yield; for example, 0.34 means a 34% yield). The reactants are [F:1][C:2]1[CH:3]=[C:4]([N:28]2[C:32]([OH:33])=[C:31](C(OCC)=O)[CH:30]=[N:29]2)[CH:5]=[CH:6][C:7]=1[N:8]1[CH:13]=[C:12]([O:14][CH3:15])[C:11](=[O:16])[C:10]([C:17]2[N:21]([C:22]3[CH:27]=[CH:26][CH:25]=[CH:24][CH:23]=3)[N:20]=[CH:19][CH:18]=2)=[N:9]1.[OH-].[Na+].CCO.Cl. The catalyst is O. The product is [F:1][C:2]1[CH:3]=[C:4]([N:28]2[C:32]([OH:33])=[CH:31][CH:30]=[N:29]2)[CH:5]=[CH:6][C:7]=1[N:8]1[CH:13]=[C:12]([O:14][CH3:15])[C:11](=[O:16])[C:10]([C:17]2[N:21]([C:22]3[CH:23]=[CH:24][CH:25]=[CH:26][CH:27]=3)[N:20]=[CH:19][CH:18]=2)=[N:9]1. The yield is 0.320.